From a dataset of Full USPTO retrosynthesis dataset with 1.9M reactions from patents (1976-2016). Predict the reactants needed to synthesize the given product. Given the product [S:1]1[CH:5]=[C:4]([C:6]2[NH:40][C:9]([C:11]3[S:12][C:13]4[C:19]([N:20]5[CH2:25][CH2:24][O:23][CH2:22][CH2:21]5)=[CH:18][CH:17]=[C:16]([O:26][CH3:27])[C:14]=4[N:15]=3)=[N:8][CH:7]=2)[C:3]2[CH:29]=[CH:30][CH:31]=[CH:32][C:2]1=2, predict the reactants needed to synthesize it. The reactants are: [S:1]1[CH:5]=[C:4]([C:6](=O)[CH2:7][NH:8][C:9]([C:11]2[S:12][C:13]3[C:19]([N:20]4[CH2:25][CH2:24][O:23][CH2:22][CH2:21]4)=[CH:18][CH:17]=[C:16]([O:26][CH3:27])[C:14]=3[N:15]=2)=O)[C:3]2[CH:29]=[CH:30][CH:31]=[CH:32][C:2]1=2.FC(F)(F)C([O-])=O.[NH4+:40].